From a dataset of Reaction yield outcomes from USPTO patents with 853,638 reactions. Predict the reaction yield, written as a fraction of the theoretical maximum amount of product (1.0 means a 100% yield; for example, 0.34 means a 34% yield). (1) The yield is 0.320. The product is [F:1][C:2]1[C:3]([O:47][CH2:48][O:49][CH2:50][CH2:51][Si:52]([CH3:55])([CH3:54])[CH3:53])=[CH:4][C:5]([CH2:42][C:43]([F:46])([F:45])[F:44])=[C:6]([C:8]2[N:13]=[C:12]([NH:14][CH2:15][C:16]3[CH:21]=[CH:20][C:19]([O:22][CH3:23])=[CH:18][C:17]=3[N:24]([CH3:29])[S:25]([CH3:28])(=[O:27])=[O:26])[C:11]3[C:30]([C:65]([NH2:64])=[O:71])=[N:31][N:32]([CH2:33][O:34][CH2:35][CH2:36][Si:37]([CH3:40])([CH3:39])[CH3:38])[C:10]=3[CH:9]=2)[CH:7]=1. The catalyst is CO.C([O-])(=O)C.[Pd+2].C([O-])(=O)C.[C-]#[O+].[C-]#[O+].[C-]#[O+].[C-]#[O+].[C-]#[O+].[C-]#[O+].[Mo]. The reactants are [F:1][C:2]1[C:3]([O:47][CH2:48][O:49][CH2:50][CH2:51][Si:52]([CH3:55])([CH3:54])[CH3:53])=[CH:4][C:5]([CH2:42][C:43]([F:46])([F:45])[F:44])=[C:6]([C:8]2[N:13]=[C:12]([NH:14][CH2:15][C:16]3[CH:21]=[CH:20][C:19]([O:22][CH3:23])=[CH:18][C:17]=3[N:24]([CH3:29])[S:25]([CH3:28])(=[O:27])=[O:26])[C:11]3[C:30](I)=[N:31][N:32]([CH2:33][O:34][CH2:35][CH2:36][Si:37]([CH3:40])([CH3:39])[CH3:38])[C:10]=3[CH:9]=2)[CH:7]=1.C1C[CH2:65][N:64]2C(=NCCC2)CC1.CN1CC[O:71]CC1.C(OC(Cl)=O)C(C)C.N. (2) The reactants are [F:1][C:2]1[CH:3]=[C:4]([CH2:8][C:9]([OH:11])=[O:10])[CH:5]=[CH:6][CH:7]=1.OS(O)(=O)=O.[CH2:17](O)[CH3:18]. No catalyst specified. The product is [F:1][C:2]1[CH:3]=[C:4]([CH2:8][C:9]([O:11][CH2:17][CH3:18])=[O:10])[CH:5]=[CH:6][CH:7]=1. The yield is 0.850. (3) The reactants are [C:1]1([CH2:7][O:8][C:9]([NH:11][C@@H:12]([C:14]([OH:16])=O)[CH3:13])=[O:10])[CH:6]=[CH:5][CH:4]=[CH:3][CH:2]=1.Cl.[CH3:18][O:19][C:20](=[O:24])[CH2:21][NH:22][CH3:23].ON1C2C=CC=CC=2N=N1.CN1CCOCC1.C(Cl)CCl. The catalyst is C(Cl)Cl. The product is [C:1]1([CH2:7][O:8][C:9]([NH:11][C@@H:12]([C:14]([N:22]([CH3:23])[CH2:21][C:20]([O:19][CH3:18])=[O:24])=[O:16])[CH3:13])=[O:10])[CH:2]=[CH:3][CH:4]=[CH:5][CH:6]=1. The yield is 0.880. (4) The catalyst is ClC(Cl)C.ClCCl. The reactants are [CH3:1][C:2]1[CH:7]=[C:6]([CH3:8])[NH:5][C:4](=[O:9])[C:3]=1[CH2:10][NH:11][C:12]([C:14]1[CH:15]=[C:16]([C:30]2[CH:35]=[CH:34][C:33]([CH:36]=O)=[CH:32][C:31]=2[F:38])[CH:17]=[C:18]([N:21]([CH2:28][CH3:29])[CH:22]2[CH2:27][CH2:26][O:25][CH2:24][CH2:23]2)[C:19]=1[CH3:20])=[O:13].[NH:39]1[CH2:44][CH2:43][O:42][CH2:41][CH2:40]1.C(O)(=O)C.C(O[BH-](OC(=O)C)OC(=O)C)(=O)C.[Na+]. The yield is 0.880. The product is [CH3:1][C:2]1[CH:7]=[C:6]([CH3:8])[NH:5][C:4](=[O:9])[C:3]=1[CH2:10][NH:11][C:12]([C:14]1[CH:15]=[C:16]([C:30]2[CH:35]=[CH:34][C:33]([CH2:36][N:39]3[CH2:44][CH2:43][O:42][CH2:41][CH2:40]3)=[CH:32][C:31]=2[F:38])[CH:17]=[C:18]([N:21]([CH2:28][CH3:29])[CH:22]2[CH2:27][CH2:26][O:25][CH2:24][CH2:23]2)[C:19]=1[CH3:20])=[O:13]. (5) The reactants are CC(C[AlH]CC(C)C)C.[N:10]1[CH:15]=[CH:14][CH:13]=[CH:12][C:11]=1[C@@:16]1([CH2:26][C:27]#N)[CH2:25][C:20]2([CH2:24][CH2:23][CH2:22][CH2:21]2)[O:19][CH2:18][CH2:17]1.C[OH:30].O. The catalyst is C1(C)C=CC=CC=1. The product is [N:10]1[CH:15]=[CH:14][CH:13]=[CH:12][C:11]=1[C@@:16]1([CH2:26][CH:27]=[O:30])[CH2:25][C:20]2([CH2:24][CH2:23][CH2:22][CH2:21]2)[O:19][CH2:18][CH2:17]1. The yield is 0.800.